From a dataset of Peptide-MHC class I binding affinity with 185,985 pairs from IEDB/IMGT. Regression. Given a peptide amino acid sequence and an MHC pseudo amino acid sequence, predict their binding affinity value. This is MHC class I binding data. (1) The peptide sequence is MVRVPVPQL. The MHC is HLA-B08:01 with pseudo-sequence HLA-B08:01. The binding affinity (normalized) is 0.316. (2) The peptide sequence is YCTLYVTVFY. The binding affinity (normalized) is 0.246. The MHC is Mamu-B52 with pseudo-sequence Mamu-B52. (3) The peptide sequence is KGFFRVFKK. The MHC is HLA-B39:01 with pseudo-sequence HLA-B39:01. The binding affinity (normalized) is 0.0847. (4) The peptide sequence is ILALPILLAV. The MHC is H-2-Kb with pseudo-sequence H-2-Kb. The binding affinity (normalized) is 0.184.